Dataset: Full USPTO retrosynthesis dataset with 1.9M reactions from patents (1976-2016). Task: Predict the reactants needed to synthesize the given product. (1) Given the product [O:1]1[CH2:5][CH2:4][O:3][CH:2]1[CH2:6][CH2:7][CH2:8][CH2:9][CH2:10][CH2:11][CH2:12][CH2:13][O:14][C:15]1[CH:16]=[C:17]([CH:18]([C:24]2[CH:29]=[CH:28][CH:27]=[CH:26][CH:25]=2)[OH:19])[CH:20]=[C:21]([Br:23])[CH:22]=1, predict the reactants needed to synthesize it. The reactants are: [O:1]1[CH2:5][CH2:4][O:3][CH:2]1[CH2:6][CH2:7][CH2:8][CH2:9][CH2:10][CH2:11][CH2:12][CH2:13][O:14][C:15]1[CH:16]=[C:17]([CH:20]=[C:21]([Br:23])[CH:22]=1)[CH:18]=[O:19].[C:24]1([Mg]Br)[CH:29]=[CH:28][CH:27]=[CH:26][CH:25]=1.S1C=CC=C1[Mg]Br. (2) Given the product [NH2:28][CH2:27][C:3]1[N:2]([CH3:1])[C:6]([C:7]2[S:15][C:14]3[C:9](=[N:10][CH:11]=[CH:12][C:13]=3[NH:16][C:17]3[CH:18]=[C:19]4[C:23](=[CH:24][CH:25]=3)[NH:22][C:21]([CH3:26])=[CH:20]4)[CH:8]=2)=[CH:5][N:4]=1, predict the reactants needed to synthesize it. The reactants are: [CH3:1][N:2]1[C:6]([C:7]2[S:15][C:14]3[C:9](=[N:10][CH:11]=[CH:12][C:13]=3[NH:16][C:17]3[CH:18]=[C:19]4[C:23](=[CH:24][CH:25]=3)[NH:22][C:21]([CH3:26])=[CH:20]4)[CH:8]=2)=[CH:5][N:4]=[C:3]1[C:27]#[N:28].C(N(CC)CC)C.[H-].[Al+3].[Li+].[H-].[H-].[H-]. (3) The reactants are: [I:1][C:2]1[CH:3]=[CH:4][CH:5]=[C:6]2[C:11]=1[NH:10][C:9](=[S:12])[N:8]([CH2:13][CH2:14][O:15][CH3:16])[C:7]2=[O:17].[C:18]([O-])([O-])=O.[K+].[K+].CI. Given the product [I:1][C:2]1[CH:3]=[CH:4][CH:5]=[C:6]2[C:11]=1[N:10]=[C:9]([S:12][CH3:18])[N:8]([CH2:13][CH2:14][O:15][CH3:16])[C:7]2=[O:17], predict the reactants needed to synthesize it. (4) Given the product [CH3:25][N:26]([CH2:27][CH2:28][CH2:29][NH:30][C:1](=[O:24])[CH2:2][CH2:3][CH2:4][CH2:5][CH2:6][CH2:7][CH2:8][CH2:9][CH2:10][CH2:11][CH2:12][CH2:13][CH2:14][CH2:15][CH2:16][CH2:17][CH2:18][CH2:19][CH2:20][CH2:21][CH3:22])[CH3:31], predict the reactants needed to synthesize it. The reactants are: [C:1]([OH:24])(=O)[CH2:2][CH2:3][CH2:4][CH2:5][CH2:6][CH2:7][CH2:8][CH2:9][CH2:10][CH2:11][CH2:12][CH2:13][CH2:14][CH2:15][CH2:16][CH2:17][CH2:18][CH2:19][CH2:20][CH2:21][CH3:22].[CH3:25][N:26]([CH3:31])[CH2:27][CH2:28][CH2:29][NH2:30]. (5) Given the product [C:8]([C:6]1[CH:5]=[C:4]([N+:12]([O-:14])=[O:13])[C:3]([O:15][CH3:16])=[C:2]([N:17]2[CH2:20][CH2:19][C:18]2=[O:21])[CH:7]=1)([CH3:11])([CH3:10])[CH3:9], predict the reactants needed to synthesize it. The reactants are: Br[C:2]1[CH:7]=[C:6]([C:8]([CH3:11])([CH3:10])[CH3:9])[CH:5]=[C:4]([N+:12]([O-:14])=[O:13])[C:3]=1[O:15][CH3:16].[NH:17]1[CH2:20][CH2:19][C:18]1=[O:21].C(=O)([O-])[O-].[Cs+].[Cs+]. (6) Given the product [Cl:1][C:2]1[CH:3]=[N+:4]([O-:49])[CH:5]=[C:6]([Cl:48])[C:7]=1[CH2:8][C@H:9]([O:20][C:21]([C:23]1[S:24][C:25]([CH2:28][N:29]([CH2:50][CH3:51])[CH:30]([C:42]2[CH:43]=[CH:44][CH:45]=[CH:46][CH:47]=2)[C:31](=[O:41])[O:32][C@@H:33]2[CH:38]3[CH2:37][CH2:36][N:35]([CH2:40][CH2:39]3)[CH2:34]2)=[CH:26][CH:27]=1)=[O:22])[C:10]1[CH:15]=[CH:14][C:13]([O:16][CH3:17])=[C:12]([O:18][CH3:19])[CH:11]=1, predict the reactants needed to synthesize it. The reactants are: [Cl:1][C:2]1[CH:3]=[N+:4]([O-:49])[CH:5]=[C:6]([Cl:48])[C:7]=1[CH2:8][C@H:9]([O:20][C:21]([C:23]1[S:24][C:25]([CH2:28][NH:29][CH:30]([C:42]2[CH:47]=[CH:46][CH:45]=[CH:44][CH:43]=2)[C:31](=[O:41])[O:32][C@@H:33]2[CH:38]3[CH2:39][CH2:40][N:35]([CH2:36][CH2:37]3)[CH2:34]2)=[CH:26][CH:27]=1)=[O:22])[C:10]1[CH:15]=[CH:14][C:13]([O:16][CH3:17])=[C:12]([O:18][CH3:19])[CH:11]=1.[CH:50](=O)[CH3:51].C(O)(=O)C.C(O[BH-](OC(=O)C)OC(=O)C)(=O)C.[Na+]. (7) Given the product [CH3:14][O:5][C:4](=[O:6])[C:3]1[CH:7]=[C:8]([Cl:12])[CH:9]=[C:10]([CH3:11])[C:2]=1[NH2:1], predict the reactants needed to synthesize it. The reactants are: [NH2:1][C:2]1[C:10]([CH3:11])=[CH:9][C:8]([Cl:12])=[CH:7][C:3]=1[C:4]([OH:6])=[O:5].N12CCCC=C1CCNC[CH2:14]2.S(OC)(OC)(=O)=O.Cl. (8) Given the product [C:14]([O:13][C:11]([NH:1][CH2:2][C:3]1[CH:8]=[CH:7][C:6]([NH2:9])=[C:5]([Cl:10])[CH:4]=1)=[O:12])([CH3:17])([CH3:16])[CH3:15], predict the reactants needed to synthesize it. The reactants are: [NH2:1][CH2:2][C:3]1[CH:8]=[CH:7][C:6]([NH2:9])=[C:5]([Cl:10])[CH:4]=1.[C:11](O[C:11]([O:13][C:14]([CH3:17])([CH3:16])[CH3:15])=[O:12])([O:13][C:14]([CH3:17])([CH3:16])[CH3:15])=[O:12]. (9) Given the product [CH2:34]([N:24]1[C:25](=[O:33])[C:26]([CH3:32])([CH3:31])[C:27](=[O:30])[N:28]([CH3:29])[C:22]2[CH:21]=[C:20]([CH2:19][CH2:18][NH:17][CH2:14][C:11]3[CH:10]=[CH:9][N:8]=[CH:13][CH:12]=3)[CH:37]=[CH:36][C:23]1=2)[CH3:35], predict the reactants needed to synthesize it. The reactants are: C(N(CC)CC)C.[N:8]1[CH:13]=[CH:12][C:11]([CH:14]=O)=[CH:10][CH:9]=1.Cl.[NH2:17][CH2:18][CH2:19][C:20]1[CH:37]=[CH:36][C:23]2[N:24]([CH2:34][CH3:35])[C:25](=[O:33])[C:26]([CH3:32])([CH3:31])[C:27](=[O:30])[N:28]([CH3:29])[C:22]=2[CH:21]=1.[BH4-].[Na+].